Task: Predict the reaction yield, written as a fraction of the theoretical maximum amount of product (1.0 means a 100% yield; for example, 0.34 means a 34% yield).. Dataset: Reaction yield outcomes from USPTO patents with 853,638 reactions (1) The reactants are [CH3:1][O:2][CH2:3][CH2:4][OH:5].[H-].[Na+].Br[C:9]1[CH:14]=[C:13]([CH3:15])[C:12]([Br:16])=[CH:11][N:10]=1. The catalyst is C1COCC1. The product is [Br:16][C:12]1[C:13]([CH3:15])=[CH:14][C:9]([O:5][CH2:4][CH2:3][O:2][CH3:1])=[N:10][CH:11]=1. The yield is 0.610. (2) The reactants are [C:9](O[C:9]([O:11][C:12]([CH3:15])([CH3:14])[CH3:13])=[O:10])([O:11][C:12]([CH3:15])([CH3:14])[CH3:13])=[O:10].[NH2:16][C:17]1(C)[CH:22]=[CH:21][CH:20]=[CH:19][NH:18]1.[C:24](O)(C)(C)C. No catalyst specified. The product is [CH3:24][C:21]1[CH:20]=[CH:19][N:18]=[C:17]([NH:16][C:9](=[O:10])[O:11][C:12]([CH3:13])([CH3:14])[CH3:15])[CH:22]=1. The yield is 0.840. (3) The reactants are Cl.[C:2]1(=[C:8]2[C:12]3[C:13]([CH3:33])=[C:14]([N:19]4[CH2:24][CH2:23][N:22]([C:25]5[CH:30]=[CH:29][C:28]([O:31][CH3:32])=[CH:27][CH:26]=5)[CH2:21][CH2:20]4)[C:15]([CH3:18])=[C:16]([CH3:17])[C:11]=3[O:10][C:9]2([CH3:35])[CH3:34])[CH2:7][CH2:6][CH2:5][CH2:4][CH2:3]1. The catalyst is C(O)C.CO.[C].[Pd]. The product is [CH:2]1([CH:8]2[C:12]3[C:13]([CH3:33])=[C:14]([N:19]4[CH2:20][CH2:21][N:22]([C:25]5[CH:26]=[CH:27][C:28]([O:31][CH3:32])=[CH:29][CH:30]=5)[CH2:23][CH2:24]4)[C:15]([CH3:18])=[C:16]([CH3:17])[C:11]=3[O:10][C:9]2([CH3:35])[CH3:34])[CH2:7][CH2:6][CH2:5][CH2:4][CH2:3]1. The yield is 0.260. (4) The reactants are [N:1]([CH2:4][CH:5]1[CH2:9][C:8]2[CH:10]=[CH:11][CH:12]=[C:13]([C:14]3[CH:19]=[CH:18][CH:17]=[CH:16][C:15]=3[O:20][CH3:21])[C:7]=2[O:6]1)=[N+]=[N-]. The catalyst is [Pd]. The product is [CH3:21][O:20][C:15]1[CH:16]=[CH:17][CH:18]=[CH:19][C:14]=1[C:13]1[C:7]2[O:6][CH:5]([CH2:4][NH2:1])[CH2:9][C:8]=2[CH:10]=[CH:11][CH:12]=1. The yield is 0.120. (5) The reactants are [F:1][C:2]1[C:7]([NH:8][CH2:9][C:10]2[C:15]([F:16])=[CH:14][CH:13]=[C:12]([C:17]3[CH:22]=[CH:21][CH:20]=[C:19]([F:23])[CH:18]=3)[C:11]=2[CH3:24])=[C:6]([F:25])[CH:5]=[CH:4][C:3]=1[OH:26].C([O-])([O-])=O.[Cs+].[Cs+].Br[CH2:34][C:35]([O:37][CH2:38][CH3:39])=[O:36].O. The catalyst is CN(C=O)C. The product is [F:1][C:2]1[C:7]([NH:8][CH2:9][C:10]2[C:15]([F:16])=[CH:14][CH:13]=[C:12]([C:17]3[CH:22]=[CH:21][CH:20]=[C:19]([F:23])[CH:18]=3)[C:11]=2[CH3:24])=[C:6]([F:25])[CH:5]=[CH:4][C:3]=1[O:26][CH2:34][C:35]([O:37][CH2:38][CH3:39])=[O:36]. The yield is 0.850. (6) The reactants are [CH:1]1([C:4]2[C:5]([C:17]3[CH:18]=[CH:19][C:20]4[O:25][CH2:24][CH2:23][CH2:22][C:21]=4[CH:26]=3)=[C:6]([CH:11]([OH:16])[C:12]([O:14][CH3:15])=[O:13])[C:7]([CH3:10])=[CH:8][CH:9]=2)[CH2:3][CH2:2]1.C(N([CH2:32][CH3:33])CC)C.F[C:35](F)(F)S(O[Si](C)(C)C)(=O)=O. The catalyst is COC(C)=C. The product is [CH3:15][O:14][C:12](=[O:13])[CH:11]([C:6]1[C:7]([CH3:10])=[CH:8][CH:9]=[C:4]([CH:1]2[CH2:2][CH2:3]2)[C:5]=1[C:17]1[CH:26]=[C:21]2[C:20](=[CH:19][CH:18]=1)[O:25][CH2:24][CH2:23][CH2:22]2)[O:16][C:32]([CH3:33])=[CH2:35]. The yield is 0.180.